Dataset: Forward reaction prediction with 1.9M reactions from USPTO patents (1976-2016). Task: Predict the product of the given reaction. (1) The product is: [CH2:5]([NH:13][CH2:2][C:3]#[N:4])[CH2:6][C:7]1[CH:12]=[CH:11][CH:10]=[CH:9][CH:8]=1. Given the reactants Cl[CH2:2][C:3]#[N:4].[CH2:5]([NH2:13])[CH2:6][C:7]1[CH:12]=[CH:11][CH:10]=[CH:9][CH:8]=1.C([O-])([O-])=O.[K+].[K+], predict the reaction product. (2) Given the reactants I[CH:2]1[CH2:7][CH:6]([C:8]2[CH:13]=[CH:12][C:11]([O:14][CH3:15])=[CH:10][CH:9]=2)[CH2:5][CH2:4][C:3]1=O.[CH3:17][O-:18].[Na+].[OH2:20], predict the reaction product. The product is: [CH3:17][O:18][C:3]1[CH:2]=[CH:7][C:6]([C@H:8]2[CH2:9][CH2:10][C@H:12]([C:11]([O:14][CH3:15])=[O:20])[CH2:13]2)=[CH:5][CH:4]=1. (3) Given the reactants Cl[CH2:2][CH2:3][CH2:4][Si:5]([CH3:12])([O:9][CH2:10][CH3:11])[O:6][CH2:7][CH3:8].[NH3:13], predict the reaction product. The product is: [NH2:13][CH2:2][CH2:3][CH2:4][Si:5]([CH3:12])([O:9][CH2:10][CH3:11])[O:6][CH2:7][CH3:8]. (4) Given the reactants [Br:1][C:2]1[N:7]=[C:6]([Cl:8])[C:5](I)=[CH:4][CH:3]=1.[CH2:10]([O:12]/[CH:13]=[CH:14]/B1OC(C)(C)C(C)(C)O1)[CH3:11].C(=O)([O-])[O-].[Cs+].[Cs+].O1CCOCC1, predict the reaction product. The product is: [Br:1][C:2]1[N:7]=[C:6]([Cl:8])[C:5](/[CH:11]=[CH:10]/[O:12][CH2:13][CH3:14])=[CH:4][CH:3]=1. (5) Given the reactants [CH:1]1([N:6]2[CH2:12][C:11]([F:14])([CH3:13])[C:10](=[O:15])[N:9]([CH3:16])[C:8]3[CH:17]=[N:18][C:19]([NH:21][C:22]4[CH:37]=[CH:36][C:25]([C:26]([NH:28][CH:29]5[CH2:34][CH2:33][N:32]([CH3:35])[CH2:31][CH2:30]5)=[O:27])=[CH:24][C:23]=4[O:38][CH3:39])=[N:20][C:7]2=3)[CH2:5][CH2:4][CH2:3][CH2:2]1.[CH:40]1(NCC(F)(C)C(OCC)=O)CCCCC1.CC1(C(OC)=O)CO1, predict the reaction product. The product is: [CH:1]1([N:6]2[CH2:12][C:11]([F:14])([CH3:13])[C:10](=[O:15])[N:9]([CH3:16])[C:8]3[CH:17]=[N:18][C:19]([NH:21][C:22]4[CH:37]=[CH:36][C:25]([C:26]([NH:28][CH:29]5[CH2:34][CH2:33][N:32]([CH3:35])[CH2:31][CH2:30]5)=[O:27])=[CH:24][C:23]=4[O:38][CH3:39])=[N:20][C:7]2=3)[CH2:2][CH2:3][CH2:4][CH2:40][CH2:5]1. (6) Given the reactants [Cl:1][C:2]1[CH:7]=[CH:6][C:5]([C:8]2[C:12]([C:13]3[CH:18]=[CH:17][N:16]=[C:15]([NH:19][C:20]4[CH:25]=[CH:24][C:23]([CH2:26][N:27]5[CH2:32][CH2:31][N:30]([CH3:33])[CH2:29][CH2:28]5)=[CH:22][CH:21]=4)[N:14]=3)=[CH:11][NH:10][N:9]=2)=[CH:4][CH:3]=1.[CH3:34][N:35]1[CH2:40][CH2:39][CH:38](O)[CH2:37][CH2:36]1, predict the reaction product. The product is: [Cl:1][C:2]1[CH:7]=[CH:6][C:5]([C:8]2[C:12]([C:13]3[CH:18]=[CH:17][N:16]=[C:15]([NH:19][C:20]4[CH:21]=[CH:22][C:23]([CH2:26][N:27]5[CH2:28][CH2:29][N:30]([CH3:33])[CH2:31][CH2:32]5)=[CH:24][CH:25]=4)[N:14]=3)=[CH:11][N:10]([CH:38]3[CH2:39][CH2:40][N:35]([CH3:34])[CH2:36][CH2:37]3)[N:9]=2)=[CH:4][CH:3]=1. (7) Given the reactants [BH4-].[Na+].[CH3:3][C@@H:4]1[N:9]([CH2:10][CH3:11])[CH2:8][C:7]([C:13]2[C:14]3[C:18]([CH:19]=[CH:20][CH:21]=2)=[N:17][N:16]([C:22]([C:35]2[CH:40]=[CH:39][CH:38]=[CH:37][CH:36]=2)([C:29]2[CH:34]=[CH:33][CH:32]=[CH:31][CH:30]=2)[C:23]2[CH:28]=[CH:27][CH:26]=[CH:25][CH:24]=2)[CH:15]=3)([OH:12])[O:6][CH2:5]1, predict the reaction product. The product is: [OH:12][CH:7]([C:13]1[C:14]2[C:18]([CH:19]=[CH:20][CH:21]=1)=[N:17][N:16]([C:22]([C:23]1[CH:24]=[CH:25][CH:26]=[CH:27][CH:28]=1)([C:35]1[CH:40]=[CH:39][CH:38]=[CH:37][CH:36]=1)[C:29]1[CH:30]=[CH:31][CH:32]=[CH:33][CH:34]=1)[CH:15]=2)[CH2:8][N:9]([CH2:10][CH3:11])[C@@H:4]([CH3:3])[CH2:5][OH:6]. (8) Given the reactants [N+:1]([C:4]1[CH:13]=[C:12]2[C:7]([CH:8]=[C:9]([CH2:19][OH:20])[C:10]([C:14]3[CH:18]=[CH:17][S:16][CH:15]=3)=[N:11]2)=[CH:6][CH:5]=1)([O-:3])=[O:2], predict the reaction product. The product is: [N+:1]([C:4]1[CH:13]=[C:12]2[C:7]([CH:8]=[C:9]([CH:19]=[O:20])[C:10]([C:14]3[CH:18]=[CH:17][S:16][CH:15]=3)=[N:11]2)=[CH:6][CH:5]=1)([O-:3])=[O:2]. (9) The product is: [NH2:21][C:13]1[N:14]2[CH2:18][CH2:17][CH2:16][N:15]2[C:19](=[O:20])[C:12]=1/[N:11]=[C:26]1/[C:25]([OH:31])=[CH:24][C:23](=[NH:22])[C:28]([O:29][CH3:30])=[CH:27]/1. Given the reactants CS(O)(=O)=O.CS(O)(=O)=O.[NH2:11][C:12]1[C:19](=[O:20])[N:15]2[CH2:16][CH2:17][CH2:18][N:14]2[C:13]=1[NH2:21].[NH2:22][C:23]1[CH:24]=[C:25]([OH:31])[CH:26]=[CH:27][C:28]=1[O:29][CH3:30].N.OO, predict the reaction product. (10) Given the reactants Cl[C:2]1[CH:7]=[CH:6][C:5]([CH3:8])=[CH:4][CH:3]=1.[CH:9]1[CH:14]=[CH:13][C:12]([P-:15][C:16]2[CH:21]=[CH:20][CH:19]=[CH:18][CH:17]=2)=[CH:11][CH:10]=1.[K+], predict the reaction product. The product is: [C:16]1([P:15]([C:12]2[CH:11]=[CH:10][CH:9]=[CH:14][CH:13]=2)[C:2]2[CH:7]=[CH:6][C:5]([CH3:8])=[CH:4][CH:3]=2)[CH:17]=[CH:18][CH:19]=[CH:20][CH:21]=1.